Predict which catalyst facilitates the given reaction. From a dataset of Catalyst prediction with 721,799 reactions and 888 catalyst types from USPTO. (1) Reactant: C[N:2]([CH3:8])[CH2:3][CH2:4][N:5]([CH3:7])C.C(N[CH:13]([CH3:15])[CH3:14])(C)C.C([Li])CCC.CCCCCC.[C:27](N)(=[O:34])[C:28]1[CH:33]=[CH:32][CH:31]=[N:30]C=1. Product: [N:30]1[C:7]2[NH:5][C:4]3[CH:3]=[N:2][CH:8]=[CH:14][C:13]=3[CH2:15][C:27](=[O:34])[C:28]=2[CH:33]=[CH:32][CH:31]=1. The catalyst class is: 7. (2) Reactant: [N+:1](/[CH:4]=[CH:5]/[C:6]1[CH:15]=[CH:14][C:13]2[C:8](=[CH:9][CH:10]=[CH:11][CH:12]=2)[CH:7]=1)([O-:3])=[O:2].[CH:16](=[O:20])[CH:17]([CH3:19])[CH3:18].CC(O)C.CCCCCC. Product: [CH3:18][C:17]([CH3:19])([C@H:5]([C:6]1[CH:15]=[CH:14][C:13]2[C:8](=[CH:9][CH:10]=[CH:11][CH:12]=2)[CH:7]=1)[CH2:4][N+:1]([O-:3])=[O:2])[CH:16]=[O:20]. The catalyst class is: 22. (3) Product: [CH:1]1[C:10]2[C:5](=[CH:6][CH:7]=[CH:8][CH:9]=2)[CH:4]=[CH:3][C:2]=1[C:11]1[N:16]=[C:15]([NH:17][C:18]2[CH:27]=[CH:26][CH:25]=[CH:24][C:19]=2[C:20]([OH:22])=[O:21])[CH:14]=[CH:13][CH:12]=1. The catalyst class is: 30. Reactant: [CH:1]1[C:10]2[C:5](=[CH:6][CH:7]=[CH:8][CH:9]=2)[CH:4]=[CH:3][C:2]=1[C:11]1[N:16]=[C:15]([NH:17][C:18]2[CH:27]=[CH:26][CH:25]=[CH:24][C:19]=2[C:20]([O:22]C)=[O:21])[CH:14]=[CH:13][CH:12]=1.[OH-].[Li+]. (4) Reactant: [CH2:1]([O:8][CH2:9][CH2:10][CH2:11][C:12]1[CH:17]=[C:16]([Sn](C)(C)C)[N:15]=[C:14]([C:22]#[N:23])[N:13]=1)[C:2]1[CH:7]=[CH:6][CH:5]=[CH:4][CH:3]=1.[F:24][C:25]([C:28]1[CH:33]=[CH:32][CH:31]=[CH:30][C:29]=1Br)([F:27])[F:26]. Product: [CH2:1]([O:8][CH2:9][CH2:10][CH2:11][C:12]1[CH:17]=[C:16]([C:30]2[CH:31]=[CH:32][CH:33]=[C:28]([C:25]([F:27])([F:26])[F:24])[CH:29]=2)[N:15]=[C:14]([C:22]#[N:23])[N:13]=1)[C:2]1[CH:7]=[CH:6][CH:5]=[CH:4][CH:3]=1. The catalyst class is: 288. (5) Product: [N+:10]([C:9]1[CH:8]=[CH:7][C:4]([C:5]#[N:6])=[CH:3][C:2]=1[NH:21][C@H:19]([C:13]1[CH:18]=[CH:17][CH:16]=[CH:15][CH:14]=1)[CH3:20])([O-:12])=[O:11]. Reactant: F[C:2]1[CH:3]=[C:4]([CH:7]=[CH:8][C:9]=1[N+:10]([O-:12])=[O:11])[C:5]#[N:6].[C:13]1([C@@H:19]([NH2:21])[CH3:20])[CH:18]=[CH:17][CH:16]=[CH:15][CH:14]=1.C([O-])([O-])=O.[K+].[K+]. The catalyst class is: 76. (6) Reactant: [CH3:1][N:2]1[C:6](=[O:7])[NH:5][C:4](=[O:8])[NH:3]1.[Na].[CH3:10][O:11][C:12](=[O:21])[C:13]1[CH:18]=[CH:17][C:16]([CH2:19]Cl)=[CH:15][CH:14]=1. Product: [CH3:1][N:2]1[C:6](=[O:7])[N:5]([CH2:19][C:16]2[CH:17]=[CH:18][C:13]([C:12]([O:11][CH3:10])=[O:21])=[CH:14][CH:15]=2)[C:4](=[O:8])[NH:3]1. The catalyst class is: 16. (7) Reactant: [Cl:1][C:2]1[N:10]=[C:9]2[C:5]([N:6]=[C:7]([CH2:12][CH:13]=O)[N:8]2[CH3:11])=[C:4]([N:15]2[CH2:20][CH2:19][O:18][CH2:17][CH2:16]2)[N:3]=1.[F:21][C:22]1([F:28])[CH2:27][CH2:26][NH:25][CH2:24][CH2:23]1.Cl.C(N(CC)CC)C.C(O[BH-](OC(=O)C)OC(=O)C)(=O)C.[Na+]. Product: [Cl:1][C:2]1[N:10]=[C:9]2[C:5]([N:6]=[C:7]([CH2:12][CH2:13][N:25]3[CH2:26][CH2:27][C:22]([F:28])([F:21])[CH2:23][CH2:24]3)[N:8]2[CH3:11])=[C:4]([N:15]2[CH2:20][CH2:19][O:18][CH2:17][CH2:16]2)[N:3]=1. The catalyst class is: 26.